From a dataset of Experimentally validated miRNA-target interactions with 360,000+ pairs, plus equal number of negative samples. Binary Classification. Given a miRNA mature sequence and a target amino acid sequence, predict their likelihood of interaction. (1) The miRNA is hsa-miR-548ab with sequence AAAAGUAAUUGUGGAUUUUGCU. The protein sequence of the target gene is MSGTKPDILWAPHHVDRFVVCDSELSLYHVESTVNSELKAGSLRLSEDSAATLLSINSDTPYMKCVAWYLNYDPECLLAVGQANGRVVLTSLGQDHNSKFKDLIGKEFVPKHARQCNTLAWNPLDSNWLAAGLDKHRADFSVLIWDICSKYTPDIVPMEKVKLSAGETETTLLVTKPLYELGQNDACLSLCWLPRDQKLLLAGMHRNLAIFDLRNTSQKMFVNTKAVQGVTVDPYFHDRVASFYEGQVAIWDLRKFEKPVLTLTEQPKPLTKVAWCPTRTGLLATLTRDSNIIRLYDMQH.... Result: 0 (no interaction). (2) The miRNA is hsa-miR-4676-3p with sequence CACUGUUUCACCACUGGCUCUU. The protein sequence of the target gene is MPRQAASRLVVGEGEGPPGASGPAATMLRSLLLHSLRLCAQTASCLVLFPRFLGTAFMLWLLDFLCIRKHFLRRRHPDHPEPEVELNSEGEEMPPDDPPICVSDDNRLCTLASLKAVWHGQKLDFFKQAHEGGPAPNSEVVRPDGFQSQRILDYAQGTRPLVLNFGSCTUPPFMARMSAFQRLVTKYQRDVDFLIIYIEEAHPSDGWVTTDSPYVIPQHRSLEDRVSAARVLQQGAPGCALVLDTMANSSSSAYGAYFERLYVIQSGTIMYQGGRGPDGYQVSELRTWLERYDEQLHGTR.... Result: 0 (no interaction). (3) The miRNA is hsa-miR-466 with sequence AUACACAUACACGCAACACACAU. The protein sequence of the target gene is MVNLAAMVWRRLLRKRWVLALVFGLSLVYFLSSTFKQEERAVRDRNLLQVHDHNQPIPWKVQFNLGNSSRPSNQCRNSIQGKHLITDELGYVCERKDLLVNGCCNVNVPSTKQYCCDGCWPNGCCSAYEYCVSCCLQPNKQLLLERFLNRAAVAFQNLFMAVEDHFELCLAKCRTSSQSVQHENTYRDPIAKYCYGESPPELFPA. Result: 1 (interaction). (4) The miRNA is hsa-miR-1253 with sequence AGAGAAGAAGAUCAGCCUGCA. The protein sequence of the target gene is MAAAGAGPGQEAGAGPGPGAVANATGAEEGEMKPVAAGAAAPPGEGISAAPTVEPSSGEAEGGEANLVDVSGGLETESSNGKDTLEGAGDTSEVMDTQAGSVDEENGRQLGEVELQCGICTKWFTADTFGIDTSSCLPFMTNYSFHCNVCHHSGNTYFLRKQANLKEMCLSALANLTWQSRTQDEHPKTMFSKDKDIIPFIDKYWECMTTRQRPGKMTWPNNIVKTMSKERDVFLVKEHPDPGSKDPEEDYPKFGLLDQDLSNIGPAYDNQKQSSAVSTSGNLNGGIAAGSSGKGRGAKR.... Result: 1 (interaction).